From a dataset of CYP2C19 inhibition data for predicting drug metabolism from PubChem BioAssay. Regression/Classification. Given a drug SMILES string, predict its absorption, distribution, metabolism, or excretion properties. Task type varies by dataset: regression for continuous measurements (e.g., permeability, clearance, half-life) or binary classification for categorical outcomes (e.g., BBB penetration, CYP inhibition). Dataset: cyp2c19_veith. (1) The molecule is O=C1OCCC1Sc1nnc(-c2ccc(O)cc2)o1. The result is 1 (inhibitor). (2) The compound is CCOC(=O)c1cnc2c(cnn2C)c1NCCCN(C)C. The result is 0 (non-inhibitor).